This data is from Peptide-MHC class II binding affinity with 134,281 pairs from IEDB. The task is: Regression. Given a peptide amino acid sequence and an MHC pseudo amino acid sequence, predict their binding affinity value. This is MHC class II binding data. (1) The peptide sequence is MFFVKNPTDTGHGTVHHHHHH. The MHC is DRB1_0801 with pseudo-sequence DRB1_0801. The binding affinity (normalized) is 0.342. (2) The peptide sequence is ISGSSARYDVALSEQ. The MHC is HLA-DQA10601-DQB10402 with pseudo-sequence HLA-DQA10601-DQB10402. The binding affinity (normalized) is 0. (3) The peptide sequence is VSVDCSEYPKPDCTA. The MHC is DRB1_0405 with pseudo-sequence DRB1_0405. The binding affinity (normalized) is 0.0684. (4) The peptide sequence is DVKFPGGGQIVGGVN. The MHC is HLA-DQA10501-DQB10301 with pseudo-sequence HLA-DQA10501-DQB10301. The binding affinity (normalized) is 0.649. (5) The peptide sequence is IIIDSKDTERQLAAM. The MHC is DRB1_0401 with pseudo-sequence DRB1_0401. The binding affinity (normalized) is 0.396. (6) The peptide sequence is VASYRADTVAKVQGVE. The MHC is H-2-IAb with pseudo-sequence H-2-IAb. The binding affinity (normalized) is 0.674. (7) The peptide sequence is PDTTCSEIEEFRDRA. The MHC is HLA-DQA10301-DQB10302 with pseudo-sequence HLA-DQA10301-DQB10302. The binding affinity (normalized) is 0.403. (8) The binding affinity (normalized) is 0.334. The peptide sequence is LRIKSYEDAKSPLTA. The MHC is HLA-DQA10102-DQB10502 with pseudo-sequence HLA-DQA10102-DQB10502.